This data is from Forward reaction prediction with 1.9M reactions from USPTO patents (1976-2016). The task is: Predict the product of the given reaction. (1) Given the reactants C[N:2](C)/[CH:3]=[CH:4]/[C:5]([C:7]1[C:12](=[O:13])[CH:11]=[CH:10][N:9]([C:14]2[CH:19]=[CH:18][C:17]([S:20]([C:23]([F:26])([F:25])[F:24])(=[O:22])=[O:21])=[CH:16][CH:15]=2)[N:8]=1)=O.[Cl:28][C:29]1[C:34]([Cl:35])=[CH:33][CH:32]=[CH:31][C:30]=1[NH:36]N, predict the reaction product. The product is: [Cl:28][C:29]1[C:34]([Cl:35])=[CH:33][CH:32]=[CH:31][C:30]=1[N:36]1[C:5]([C:7]2[C:12](=[O:13])[CH:11]=[CH:10][N:9]([C:14]3[CH:19]=[CH:18][C:17]([S:20]([C:23]([F:24])([F:25])[F:26])(=[O:22])=[O:21])=[CH:16][CH:15]=3)[N:8]=2)=[CH:4][CH:3]=[N:2]1. (2) Given the reactants C(=O)([O-])[O-].[K+].[K+].[CH3:7][NH:8][S:9]([CH3:12])(=[O:11])=[O:10].[N+:13]([C:16]1[CH:23]=[CH:22][CH:21]=[CH:20][C:17]=1[CH2:18]Cl)([O-:15])=[O:14], predict the reaction product. The product is: [CH3:7][N:8]([CH2:18][C:17]1[CH:20]=[CH:21][CH:22]=[CH:23][C:16]=1[N+:13]([O-:15])=[O:14])[S:9]([CH3:12])(=[O:11])=[O:10]. (3) Given the reactants [NH2:1][C@@H:2]1[CH2:11][C@@H:10]2[C@:5]([CH3:14])([CH2:6][CH2:7][CH2:8][C:9]2([CH3:13])[CH3:12])[C@@H:4]([C:15]([C:17]2[CH:18]=[C:19]([OH:24])[CH:20]=[C:21]([OH:23])[CH:22]=2)=[O:16])[C@@H:3]1[CH3:25].F[B-](F)(F)F.N1(OC(N(C)C)=[N+](C)C)C2C=CC=CC=2N=N1.[C:48](O)(=[O:55])[C:49]1[CH:54]=[CH:53][N:52]=[CH:51][CH:50]=1.C(N(CC)C(C)C)(C)C, predict the reaction product. The product is: [OH:24][C:19]1[CH:18]=[C:17]([C:15]([C@@H:4]2[C@:5]3([CH3:14])[C@H:10]([C:9]([CH3:13])([CH3:12])[CH2:8][CH2:7][CH2:6]3)[CH2:11][C@@H:2]([NH:1][C:48]([C:49]3[CH:54]=[CH:53][N:52]=[CH:51][CH:50]=3)=[O:55])[C@H:3]2[CH3:25])=[O:16])[CH:22]=[C:21]([OH:23])[CH:20]=1. (4) Given the reactants [F:1][C:2]1[CH:15]=[CH:14][CH:13]=[C:12]([F:16])[C:3]=1[C:4]([NH:6][C:7]1[CH:11]=[CH:10][NH:9][N:8]=1)=[O:5].[I-].[Na+].C(=O)([O-])[O-].[K+].[K+].Br[CH2:26][C:27]1[CH:32]=[C:31]([Cl:33])[CH:30]=[CH:29][C:28]=1[O:34][CH2:35][C:36]1[CH:41]=[CH:40][CH:39]=[CH:38][CH:37]=1, predict the reaction product. The product is: [Cl:33][C:31]1[CH:30]=[CH:29][C:28]([O:34][CH2:35][C:36]2[CH:37]=[CH:38][CH:39]=[CH:40][CH:41]=2)=[C:27]([CH2:26][N:9]2[CH:10]=[CH:11][C:7]([NH:6][C:4](=[O:5])[C:3]3[C:12]([F:16])=[CH:13][CH:14]=[CH:15][C:2]=3[F:1])=[N:8]2)[CH:32]=1.